Dataset: Full USPTO retrosynthesis dataset with 1.9M reactions from patents (1976-2016). Task: Predict the reactants needed to synthesize the given product. (1) Given the product [Br:1][C:2]1[C:7]([NH:8][C:9]2[CH:10]=[CH:11][C:12]([O:15][CH3:16])=[CH:13][CH:14]=2)=[C:6]([NH2:17])[CH:5]=[N:4][CH:3]=1, predict the reactants needed to synthesize it. The reactants are: [Br:1][C:2]1[CH:3]=[N:4][CH:5]=[C:6]([N+:17]([O-])=O)[C:7]=1[NH:8][C:9]1[CH:14]=[CH:13][C:12]([O:15][CH3:16])=[CH:11][CH:10]=1. (2) Given the product [CH3:26][CH:25]([CH2:24][CH3:29])[CH2:27][C:28]1[C:3]([OH:22])=[CH:4][C:5]([OH:20])=[C:6]([C:8]2[N:12]([C:13]3[CH:18]=[CH:17][CH:16]=[C:15]([CH3:19])[CH:14]=3)[N:11]=[CH:10][CH:9]=2)[CH:7]=1, predict the reactants needed to synthesize it. The reactants are: IC1[C:3]([O:22]C)=[CH:4][C:5]([O:20]C)=[C:6]([C:8]2[N:12]([C:13]3[CH:18]=[CH:17][CH:16]=[C:15]([CH3:19])[CH:14]=3)[N:11]=[CH:10][CH:9]=2)[CH:7]=1.[CH3:24][C:25]([CH2:27][CH3:28])=[CH2:26].[CH3:29]COCC. (3) Given the product [NH2:4][C:5]1[CH:6]=[C:7]([Cl:21])[C:8]([O:9][CH2:10][CH2:11][CH2:12][CH2:13][CH2:14][C:15]([OH:17])=[O:16])=[C:18]([Cl:20])[CH:19]=1, predict the reactants needed to synthesize it. The reactants are: C([NH:4][C:5]1[CH:19]=[C:18]([Cl:20])[C:8]([O:9][CH2:10][CH2:11][CH2:12][CH2:13][CH2:14][C:15]([OH:17])=[O:16])=[C:7]([Cl:21])[CH:6]=1)(=O)C.[OH-].[K+]. (4) Given the product [CH3:9][CH2:10][C:11]([CH2:13][CH2:14]/[CH:15]=[C:16](/[CH2:18][CH2:19][CH:20]=[C:21]([CH3:22])[CH3:23])\[CH3:17])=[CH2:12].[CH2:1]=[CH:2][C:3]1[CH:8]=[CH:7][CH:6]=[CH:5][CH:4]=1, predict the reactants needed to synthesize it. The reactants are: [CH2:1]=[CH:2][C:3]1[CH:8]=[CH:7][CH:6]=[CH:5][CH:4]=1.[CH3:9][CH2:10][C:11]([CH2:13][CH2:14]/[CH:15]=[C:16](/[CH2:18][CH2:19][CH:20]=[C:21]([CH3:23])[CH3:22])\[CH3:17])=[CH2:12]. (5) Given the product [CH2:33]([O:32][C:30](=[O:31])[C:29](=[O:35])[CH2:27][C:26]([C:22]1[N:21]([S:18]([C:15]2[CH:16]=[CH:17][C:12]([CH3:11])=[CH:13][CH:14]=2)(=[O:20])=[O:19])[CH:25]=[CH:24][N:23]=1)=[O:28])[CH3:34], predict the reactants needed to synthesize it. The reactants are: C[Si]([N-][Si](C)(C)C)(C)C.[Li+].[CH3:11][C:12]1[CH:17]=[CH:16][C:15]([S:18]([N:21]2[CH:25]=[CH:24][N:23]=[C:22]2[C:26](=[O:28])[CH3:27])(=[O:20])=[O:19])=[CH:14][CH:13]=1.[C:29](OCC)(=[O:35])[C:30]([O:32][CH2:33][CH3:34])=[O:31].C(OCC)C. (6) Given the product [CH2:1]([O:3][C:4]([C:6]1([C:9]2[CH:10]=[CH:11][C:12]([C:15]3[CH:20]=[CH:19][C:18]([C:21]4[S:22][C:23]([Cl:29])=[CH:24][C:25]=4[NH:33][C:38]([O:69][C@@H:67]([C:64]4[CH:65]=[CH:66][C:61]([F:60])=[CH:62][CH:63]=4)[CH3:68])=[O:42])=[CH:17][C:16]=3[N+:30]([O-:32])=[O:31])=[CH:13][CH:14]=2)[CH2:8][CH2:7]1)=[O:5])[CH3:2], predict the reactants needed to synthesize it. The reactants are: [CH2:1]([O:3][C:4]([C:6]1([C:9]2[CH:14]=[CH:13][C:12]([C:15]3[CH:20]=[CH:19][C:18]([C:21]4[S:22][C:23]([Cl:29])=[CH:24][C:25]=4C(=O)N)=[CH:17][C:16]=3[N+:30]([O-:32])=[O:31])=[CH:11][CH:10]=2)[CH2:8][CH2:7]1)=[O:5])[CH3:2].[N:33]1[CH:38]=CC=CC=1.FC(F)(F)C(OI(C1C=CC=CC=1)OC(=O)C(F)(F)F)=[O:42].[F:60][C:61]1[CH:66]=[CH:65][C:64]([C@H:67]([OH:69])[CH3:68])=[CH:63][CH:62]=1. (7) Given the product [C:25]([N:22]1[CH2:23][CH2:24][C@@H:20]([NH:19][S:8]([C:3]2[CH:4]=[CH:5][CH:6]=[CH:7][C:2]=2[CH3:1])(=[O:10])=[O:9])[CH2:21]1)#[N:14], predict the reactants needed to synthesize it. The reactants are: [CH3:1][C:2]1[CH:7]=[CH:6][CH:5]=[CH:4][C:3]=1[S:8](Cl)(=[O:10])=[O:9].C([N:14](CC)CC)C.[NH2:19][C@@H:20]1[CH2:24][CH2:23][N:22]([C:25](OC(C)(C)C)=O)[CH2:21]1.CCN(C(C)C)C(C)C.BrC#N.